Dataset: Forward reaction prediction with 1.9M reactions from USPTO patents (1976-2016). Task: Predict the product of the given reaction. (1) Given the reactants O.O.Cl[Sn]Cl.[N+:6]([C:9]1[CH:10]=[C:11]2[C:17]([C:18]([F:21])([F:20])[F:19])=[N:16][NH:15][C:12]2=[N:13][CH:14]=1)([O-])=O.C(=O)(O)[O-].[Na+], predict the reaction product. The product is: [F:21][C:18]([F:19])([F:20])[C:17]1[C:11]2[C:12](=[N:13][CH:14]=[C:9]([NH2:6])[CH:10]=2)[NH:15][N:16]=1. (2) Given the reactants [C:1](Cl)(Cl)=[S:2].[N+:5]([C:8]1[CH:13]=[CH:12][C:11]([C:14]2[O:21][C:20]3[CH:19]=[C:18]([C:22]([NH:24][NH2:25])=[O:23])[NH:17][C:16]=3[CH:15]=2)=[CH:10][CH:9]=1)([O-:7])=[O:6].C([O-])([O-])=O.[Na+].[Na+].C(OCC)(=O)C, predict the reaction product. The product is: [N+:5]([C:8]1[CH:13]=[CH:12][C:11]([C:14]2[O:21][C:20]3[CH:19]=[C:18]4[N:17]([C:1](=[S:2])[NH:25][NH:24][C:22]4=[O:23])[C:16]=3[CH:15]=2)=[CH:10][CH:9]=1)([O-:7])=[O:6]. (3) Given the reactants [Cl:1][C:2]1[CH:3]=[C:4]([C:9]2([CH2:23][N:24]3C(=O)C4C(=CC=CC=4)C3=O)[O:15][CH2:14][CH2:13][N:12]([C:16]([O:18][C:19]([CH3:22])([CH3:21])[CH3:20])=[O:17])[CH2:11][CH2:10]2)[CH:5]=[CH:6][C:7]=1[Cl:8].NN, predict the reaction product. The product is: [NH2:24][CH2:23][C:9]1([C:4]2[CH:5]=[CH:6][C:7]([Cl:8])=[C:2]([Cl:1])[CH:3]=2)[O:15][CH2:14][CH2:13][N:12]([C:16]([O:18][C:19]([CH3:22])([CH3:21])[CH3:20])=[O:17])[CH2:11][CH2:10]1.